This data is from Full USPTO retrosynthesis dataset with 1.9M reactions from patents (1976-2016). The task is: Predict the reactants needed to synthesize the given product. (1) Given the product [Cl:1][C:2]1[CH:3]=[C:4]([CH:5]=[CH:6][C:7]=1[C:8]([F:10])([F:11])[F:9])[O:12][CH2:14][C:15]1[C:27]([F:28])=[CH:26][C:18]([C:19]([NH:21][S:22]([CH3:25])(=[O:24])=[O:23])=[O:20])=[C:17]([F:29])[CH:16]=1, predict the reactants needed to synthesize it. The reactants are: [Cl:1][C:2]1[CH:3]=[C:4]([OH:12])[CH:5]=[CH:6][C:7]=1[C:8]([F:11])([F:10])[F:9].Br[CH2:14][C:15]1[C:27]([F:28])=[CH:26][C:18]([C:19]([NH:21][S:22]([CH3:25])(=[O:24])=[O:23])=[O:20])=[C:17]([F:29])[CH:16]=1.C(=O)([O-])[O-].[K+].[K+].Cl. (2) Given the product [NH2:12][C:9]1[CH:10]=[C:11]2[C:6](=[CH:7][CH:8]=1)[NH:5][N:4]=[C:3]2[NH:2][CH3:1], predict the reactants needed to synthesize it. The reactants are: [CH3:1][NH:2][C:3]1[C:11]2[C:6](=[CH:7][CH:8]=[C:9]([N+:12]([O-])=O)[CH:10]=2)[NH:5][N:4]=1.C(O)C.N. (3) Given the product [C:2]1([P:14](=[O:21])([C:15]2[CH:16]=[CH:17][CH:18]=[CH:19][CH:20]=2)[C:8]2[CH:13]=[CH:12][CH:11]=[CH:10][CH:9]=2)[CH:7]=[CH:6][CH:5]=[CH:4][CH:3]=1, predict the reactants needed to synthesize it. The reactants are: Br[C:2]1[CH:7]=[CH:6][CH:5]=[CH:4][CH:3]=1.[C:8]1([PH:14](=[O:21])[C:15]2[CH:20]=[CH:19][CH:18]=[CH:17][CH:16]=2)[CH:13]=[CH:12][CH:11]=[CH:10][CH:9]=1.C([O-])([O-])=O.[K+].[K+]. (4) Given the product [CH2:1]([N:4]1[CH:32]=[CH:33][N:34]=[C:5]1[C:7]1[S:8][CH:9]=[CH:10][C:11]=1[C:12]1[CH:17]=[CH:16][C:15]([Cl:18])=[CH:14][C:13]=1[Cl:19])[CH:2]=[CH2:3], predict the reactants needed to synthesize it. The reactants are: [CH2:1]([NH:4][C:5]([C:7]1[S:8][CH:9]=[CH:10][C:11]=1[C:12]1[CH:17]=[CH:16][C:15]([Cl:18])=[CH:14][C:13]=1[Cl:19])=O)[CH:2]=[CH2:3].C(Cl)Cl.P(Cl)(Cl)(Cl)(Cl)Cl.Cl.CO[CH:32](OC)[CH2:33][NH2:34].O1CCOCC1. (5) Given the product [CH3:1][N:2]1[C:10]2[N:9]=[C:8]([O:11][C:12]3[CH:17]=[CH:16][CH:15]=[C:14]([O:18][C:19]([F:21])([F:22])[F:20])[CH:13]=3)[N:7]([CH2:23][O:24][CH2:25][CH2:26][Si:27]([CH3:28])([CH3:30])[CH3:29])[C:6]=2[C:5](=[O:31])[N:4]([CH2:34][CH2:35][CH2:36][O:37][CH:38]2[CH2:43][CH2:42][CH2:41][CH2:40][O:39]2)[C:3]1=[O:32], predict the reactants needed to synthesize it. The reactants are: [CH3:1][N:2]1[C:10]2[N:9]=[C:8]([O:11][C:12]3[CH:17]=[CH:16][CH:15]=[C:14]([O:18][C:19]([F:22])([F:21])[F:20])[CH:13]=3)[N:7]([CH2:23][O:24][CH2:25][CH2:26][Si:27]([CH3:30])([CH3:29])[CH3:28])[C:6]=2[C:5](=[O:31])[NH:4][C:3]1=[O:32].Br[CH2:34][CH2:35][CH2:36][O:37][CH:38]1[CH2:43][CH2:42][CH2:41][CH2:40][O:39]1.C(=O)([O-])[O-].[K+].[K+]. (6) Given the product [NH2:23][C:21]1[C:20]([F:26])=[CH:19][C:18]([CH3:27])=[C:17]([N:5]2[CH2:6][C:7]3[CH:12]=[N:11][C:10]([NH:13][CH3:14])=[CH:9][C:8]=3[N:3]([CH2:1][CH3:2])[C:4]2=[O:28])[CH:22]=1, predict the reactants needed to synthesize it. The reactants are: [CH2:1]([N:3]1[C:8]2[CH:9]=[C:10]([N:13](OC)[CH3:14])[N:11]=[CH:12][C:7]=2[CH2:6][N:5]([C:17]2[CH:22]=[C:21]([N+:23]([O-])=O)[C:20]([F:26])=[CH:19][C:18]=2[CH3:27])[C:4]1=[O:28])[CH3:2].[H][H]. (7) Given the product [NH2:35][C:36]1[N:45]=[C:44]([C:46]([N:48]2[CH2:56][C:55]3[C:50](=[CH:51][CH:52]=[CH:53][CH:54]=3)[CH2:49]2)=[O:47])[C:43]2[C:38](=[CH:39][CH:40]=[C:41]([C:57]3[CH:65]=[CH:64][CH:63]=[CH:62][C:58]=3[C:59]([N:6]3[CH2:31][CH2:30][N:29]([CH3:28])[CH2:34][CH2:33]3)=[O:61])[CH:42]=2)[N:37]=1, predict the reactants needed to synthesize it. The reactants are: F[B-](F)(F)F.[N:6]1(OC(N(C)C)=[N+](C)C)C2C=CC=CC=2N=N1.N1CCCC1.[CH3:28][N:29]1[CH2:34][CH2:33]O[CH2:31][CH2:30]1.[NH2:35][C:36]1[N:45]=[C:44]([C:46]([N:48]2[CH2:56][C:55]3[C:50](=[CH:51][CH:52]=[CH:53][CH:54]=3)[CH2:49]2)=[O:47])[C:43]2[C:38](=[CH:39][CH:40]=[C:41]([C:57]3[CH:65]=[CH:64][CH:63]=[CH:62][C:58]=3[C:59]([OH:61])=O)[CH:42]=2)[N:37]=1.